From a dataset of HIV replication inhibition screening data with 41,000+ compounds from the AIDS Antiviral Screen. Binary Classification. Given a drug SMILES string, predict its activity (active/inactive) in a high-throughput screening assay against a specified biological target. (1) The result is 0 (inactive). The compound is CCCCCCCCCCCC(=O)OCCOCCOCCOCCOCCOC(=O)CCCCCCCCCCC. (2) The molecule is COc1cccc2c1N(COC(C)=O)C(=O)C1C=CC(C)(C)OC21. The result is 0 (inactive). (3) The compound is CC(=NNS(=O)(=O)c1ccc([N+](=O)[O-])cc1)c1ccc[n+]([O-])n1. The result is 0 (inactive). (4) The result is 0 (inactive). The molecule is Cc1ccc(Cc2n[nH]c(=S)[nH]2)cc1. (5) The molecule is CCn1c(SCC(=O)NN=Cc2ccccc2)nc2ccccc2c1=O. The result is 0 (inactive). (6) The result is 0 (inactive). The drug is Nc1ncc(C=NO)c(NCC2(CO)CC(CCc3ccccc3)C2)n1. (7) The drug is COC(C)C12C3(c4ccccc4)[Co]1(C#[O+])(C#[O+])(C#[O+])[Co]32(C#[O+])(C#[O+])C#[O+]. The result is 0 (inactive).